Dataset: Forward reaction prediction with 1.9M reactions from USPTO patents (1976-2016). Task: Predict the product of the given reaction. (1) Given the reactants [Cl:1][C:2]1[CH:7]=[C:6]([Cl:8])[CH:5]=[CH:4][C:3]=1[C:9]1[C:10]([C:21]#[N:22])=[CH:11][C:12]2[N:13]([C:15]([N+:18]([O-])=O)=[CH:16][N:17]=2)[CH:14]=1.[OH2:23].[OH2:24].[Sn](Cl)Cl, predict the reaction product. The product is: [NH2:22][CH2:21][C:10]1[C:9]([C:3]2[CH:4]=[CH:5][C:6]([Cl:8])=[CH:7][C:2]=2[Cl:1])=[CH:14][N:13]2[C:15]([NH:18][C:9]([CH:3]3[CH2:4][CH2:5][O:24][CH2:7][CH2:2]3)=[O:23])=[CH:16][N:17]=[C:12]2[CH:11]=1. (2) Given the reactants C([O-])(O)=O.[Na+].F[C:7]1[CH:12]=[CH:11][C:10]([C:13]([F:16])([F:15])[F:14])=[CH:9][C:8]=1[N+:17]([O-])=O.[CH3:20][N:21]([CH3:26])[CH2:22][CH2:23][CH2:24][OH:25].CC(C)([O-])C.[K+], predict the reaction product. The product is: [CH3:20][N:21]([CH3:26])[CH2:22][CH2:23][CH2:24][O:25][C:7]1[CH:12]=[CH:11][C:10]([C:13]([F:16])([F:15])[F:14])=[CH:9][C:8]=1[NH2:17]. (3) Given the reactants CCOC(/N=N/C(OCC)=O)=O.C(OC([N:20]1[CH2:25][CH2:24][N:23]([C:26]2[C:27]([O:32][CH2:33][CH2:34][OH:35])=[N:28][CH:29]=[CH:30][N:31]=2)[CH2:22][CH2:21]1)=O)(C)(C)C.O[C:37]1[CH:38]=[CH:39][C:40]([N+:47]([O-:49])=[O:48])=[C:41]2[C:46]=1[N:45]=[CH:44][CH:43]=[CH:42]2.C1C=CC(P(C2C=CC=CC=2)C2C=CC=CC=2)=CC=1.C(Cl)[Cl:70].C(O)(C(F)(F)F)=O.O, predict the reaction product. The product is: [ClH:70].[N+:47]([C:40]1[CH:39]=[CH:38][C:37]([O:35][CH2:34][CH2:33][O:32][C:27]2[C:26]([N:23]3[CH2:22][CH2:21][NH:20][CH2:25][CH2:24]3)=[N:31][CH:30]=[CH:29][N:28]=2)=[C:46]2[C:41]=1[CH:42]=[CH:43][CH:44]=[N:45]2)([O-:49])=[O:48]. (4) Given the reactants [C:1]([NH:4][C:5]1[CH:10]=[CH:9][C:8]([C:11]2[N:20]=[C:19]([C:21]([OH:23])=O)[C:18]3[C:13](=[CH:14][CH:15]=[CH:16][CH:17]=3)[N:12]=2)=[CH:7][CH:6]=1)(=[O:3])[CH3:2].Cl.[OH:25][C:26]1[C:35]([O:36][CH3:37])=[CH:34][CH:33]=[C:32]2[C:27]=1[CH2:28][CH2:29][NH:30][CH2:31]2, predict the reaction product. The product is: [C:1]([NH:4][C:5]1[CH:10]=[CH:9][C:8]([C:11]2[N:20]=[C:19]([C:21]([N:30]3[CH2:29][CH2:28][C:27]4[C:32](=[CH:33][CH:34]=[C:35]([O:36][CH3:37])[C:26]=4[OH:25])[CH2:31]3)=[O:23])[C:18]3[C:13](=[CH:14][CH:15]=[CH:16][CH:17]=3)[N:12]=2)=[CH:7][CH:6]=1)(=[O:3])[CH3:2].